Task: Predict the reaction yield, written as a fraction of the theoretical maximum amount of product (1.0 means a 100% yield; for example, 0.34 means a 34% yield).. Dataset: Reaction yield outcomes from USPTO patents with 853,638 reactions The reactants are Br[C:2]1[CH:7]=[CH:6][CH:5]=[C:4]([Cl:8])[N:3]=1.[Li]CCCC.[CH3:14][C:15]1[C:19]([C:20]2[CH:21]=[C:22]([C:32]([C:34]3[CH:39]=[CH:38][CH:37]=[CH:36][N:35]=3)=[O:33])[C:23]3[N:27]=[C:26]([O:28][CH2:29][CH3:30])[NH:25][C:24]=3[CH:31]=2)=[C:18]([CH3:40])[O:17][N:16]=1. The catalyst is CC1OCCC1. The product is [Cl:8][C:4]1[N:3]=[C:2]([C:32]([C:22]2[C:23]3[N:27]=[C:26]([O:28][CH2:29][CH3:30])[NH:25][C:24]=3[CH:31]=[C:20]([C:19]3[C:15]([CH3:14])=[N:16][O:17][C:18]=3[CH3:40])[CH:21]=2)([C:34]2[CH:39]=[CH:38][CH:37]=[CH:36][N:35]=2)[OH:33])[CH:7]=[CH:6][CH:5]=1. The yield is 0.410.